Dataset: Forward reaction prediction with 1.9M reactions from USPTO patents (1976-2016). Task: Predict the product of the given reaction. (1) Given the reactants [C:1]1([C:13]([NH:15][CH:16]2[CH2:21][CH2:20][N:19]([C:22]([O:24][C:25]([CH3:28])([CH3:27])[CH3:26])=[O:23])[CH2:18][CH2:17]2)=O)[C:11]2=[C:12]3[C:7](=[CH:8][CH:9]=[CH:10]2)[CH2:6][CH2:5][CH2:4][N:3]3[CH:2]=1.P(Cl)(Cl)(Cl)(Cl)[Cl:30].C[Si]([N:39]=[N+:40]=[N-:41])(C)C.C([O-])(O)=O.[Na+], predict the reaction product. The product is: [ClH:30].[NH:19]1[CH2:20][CH2:21][CH:16]([N:15]2[C:13]([C:1]3[C:11]4=[C:12]5[C:7](=[CH:8][CH:9]=[CH:10]4)[CH2:6][CH2:5][CH2:4][N:3]5[CH:2]=3)=[N:41][N:40]=[N:39]2)[CH2:17][CH2:18]1.[C:1]1([C:13]2[N:15]([CH:16]3[CH2:21][CH2:20][N:19]([C:22]([O:24][C:25]([CH3:28])([CH3:27])[CH3:26])=[O:23])[CH2:18][CH2:17]3)[N:41]=[N:40][N:39]=2)[C:11]2=[C:12]3[C:7](=[CH:8][CH:9]=[CH:10]2)[CH2:6][CH2:5][CH2:4][N:3]3[CH:2]=1. (2) Given the reactants [CH3:1][N:2]([CH:14]1[CH2:18][CH2:17][O:16][CH2:15]1)[S:3]([NH:6]C(=O)OC(C)(C)C)(=[O:5])=[O:4], predict the reaction product. The product is: [CH3:1][N:2]([CH:14]1[CH2:18][CH2:17][O:16][CH2:15]1)[S:3]([NH2:6])(=[O:5])=[O:4]. (3) Given the reactants [Cl:1][C:2]1[C:3]([CH2:12][N:13]2[C:17]3[CH:18]=[C:19]([O:23][CH2:24][CH2:25][CH2:26][C:27]([O:29]CC)=[O:28])[CH:20]=[C:21]([CH3:22])[C:16]=3[N:15]=[C:14]2[CH3:32])=[N:4][CH:5]=[C:6]([C:8]([F:11])([F:10])[F:9])[CH:7]=1.[OH-].[Na+].Cl, predict the reaction product. The product is: [Cl:1][C:2]1[C:3]([CH2:12][N:13]2[C:17]3[CH:18]=[C:19]([O:23][CH2:24][CH2:25][CH2:26][C:27]([OH:29])=[O:28])[CH:20]=[C:21]([CH3:22])[C:16]=3[N:15]=[C:14]2[CH3:32])=[N:4][CH:5]=[C:6]([C:8]([F:11])([F:10])[F:9])[CH:7]=1. (4) Given the reactants [CH3:1][O:2][C:3]1[C:8]2[N:9]=[C:10]([NH2:12])[S:11][C:7]=2[C:6]([N:13]2[CH2:18][CH2:17][O:16][CH2:15][CH2:14]2)=[CH:5][CH:4]=1.N1C=CC=CC=1.Cl[C:26](OC1C=CC=CC=1)=[O:27].[C@H:35]12[CH2:41][C@H:38]([NH:39][CH2:40]1)[CH2:37][O:36]2.C(=O)([O-])[O-].[Na+].[Na+], predict the reaction product. The product is: [CH3:1][O:2][C:3]1[C:8]2[N:9]=[C:10]([NH:12][C:26]([N:39]3[CH2:40][C@@H:35]4[CH2:41][C@H:38]3[CH2:37][O:36]4)=[O:27])[S:11][C:7]=2[C:6]([N:13]2[CH2:18][CH2:17][O:16][CH2:15][CH2:14]2)=[CH:5][CH:4]=1. (5) Given the reactants [CH:1]([S:3]([N:6]1[CH2:11][CH2:10][CH:9]([NH:12][C:13]([C:15]2[C:19]([NH:20][C:21](=[O:30])[C:22]3[C:27]([Cl:28])=[CH:26][CH:25]=[CH:24][C:23]=3[Cl:29])=[CH:18][NH:17][N:16]=2)=[O:14])[CH2:8][CH2:7]1)(=[O:5])=[O:4])=[CH2:2].B.CSC.[OH:35]O.[OH-].[Na+], predict the reaction product. The product is: [OH:35][CH2:2][CH2:1][S:3]([N:6]1[CH2:11][CH2:10][CH:9]([NH:12][C:13]([C:15]2[C:19]([NH:20][C:21](=[O:30])[C:22]3[C:27]([Cl:28])=[CH:26][CH:25]=[CH:24][C:23]=3[Cl:29])=[CH:18][NH:17][N:16]=2)=[O:14])[CH2:8][CH2:7]1)(=[O:4])=[O:5]. (6) Given the reactants Br[C:2]1[CH:7]=[CH:6][C:5]([S:8]([NH:11][C:12]2[CH:13]=[C:14]([NH:20][C:21](=[O:26])[C:22]([CH3:25])([CH3:24])[NH2:23])[CH:15]=[CH:16][C:17]=2[O:18][CH3:19])(=[O:10])=[O:9])=[C:4]([Cl:27])[CH:3]=1.CC1(C)C(C)(C)OB([C:36]2[O:37][C:38]([CH3:41])=[CH:39][CH:40]=2)O1.C(=O)([O-])[O-].[Na+].[Na+].O, predict the reaction product. The product is: [ClH:27].[Cl:27][C:4]1[CH:3]=[C:2]([C:36]2[O:37][C:38]([CH3:41])=[CH:39][CH:40]=2)[CH:7]=[CH:6][C:5]=1[S:8]([NH:11][C:12]1[CH:13]=[C:14]([NH:20][C:21](=[O:26])[C:22]([CH3:25])([CH3:24])[NH2:23])[CH:15]=[CH:16][C:17]=1[O:18][CH3:19])(=[O:10])=[O:9]. (7) Given the reactants C(OC([N:8]1[CH2:13][CH2:12][N:11]([C:14]2[CH:24]=[CH:23][C:17]([C:18]([O:20][CH2:21][CH3:22])=[O:19])=[CH:16][CH:15]=2)[CH2:10][CH2:9]1)=O)(C)(C)C.C(O)(C(F)(F)F)=O, predict the reaction product. The product is: [N:11]1([C:14]2[CH:15]=[CH:16][C:17]([C:18]([O:20][CH2:21][CH3:22])=[O:19])=[CH:23][CH:24]=2)[CH2:10][CH2:9][NH:8][CH2:13][CH2:12]1.